Dataset: Full USPTO retrosynthesis dataset with 1.9M reactions from patents (1976-2016). Task: Predict the reactants needed to synthesize the given product. (1) The reactants are: Br[C:2]1[CH:7]=[CH:6][C:5]([N:8]2[CH:12]=[C:11]([NH:13][C:14]([NH2:16])=[O:15])[C:10]([C:17]([NH2:19])=[O:18])=[N:9]2)=[CH:4][C:3]=1[O:20][CH2:21][CH3:22].[OH:23][C:24]1[CH:25]=[C:26](B(O)O)[CH:27]=[CH:28][CH:29]=1.C([O-])([O-])=O.[Cs+].[Cs+]. Given the product [NH2:16][C:14]([NH:13][C:11]1[C:10]([C:17]([NH2:19])=[O:18])=[N:9][N:8]([C:5]2[CH:6]=[CH:7][C:2]([C:28]3[CH:27]=[CH:26][CH:25]=[C:24]([OH:23])[CH:29]=3)=[C:3]([O:20][CH2:21][CH3:22])[CH:4]=2)[CH:12]=1)=[O:15], predict the reactants needed to synthesize it. (2) Given the product [Cl:3][C:4]1[NH:5][C:6](=[O:1])[C:7]2[N:12]([CH3:13])[N:11]=[C:10]([CH2:14][CH2:15][CH3:16])[C:8]=2[N:9]=1, predict the reactants needed to synthesize it. The reactants are: [OH-:1].[K+].[Cl:3][C:4]1[N:5]=[C:6](Cl)[C:7]2[N:12]([CH3:13])[N:11]=[C:10]([CH2:14][CH2:15][CH3:16])[C:8]=2[N:9]=1.Cl. (3) The reactants are: [C:1]([C:3]1[N:7]=[CH:6][N:5]([CH2:8][C:9]([O:11][CH2:12]C)=[O:10])[N:4]=1)#[N:2].C[O-].[Na+].[Cl-:17].[NH4+:18]. Given the product [ClH:17].[C:1]([C:3]1[N:7]=[CH:6][N:5]([CH2:8][C:9]([O:11][CH3:12])=[O:10])[N:4]=1)(=[NH:2])[NH2:18], predict the reactants needed to synthesize it. (4) Given the product [Cl:21][C:20]1[C:15]([NH:14][CH2:13][C:12]2[CH:24]=[CH:25][C:9]([OH:8])=[C:10]([O:26][CH:27]([F:29])[F:28])[CH:11]=2)=[N:16][C:17]([CH3:23])=[N:18][C:19]=1[CH3:22], predict the reactants needed to synthesize it. The reactants are: C([O:8][C:9]1[CH:25]=[CH:24][C:12]([CH2:13][NH:14][C:15]2[C:20]([Cl:21])=[C:19]([CH3:22])[N:18]=[C:17]([CH3:23])[N:16]=2)=[CH:11][C:10]=1[O:26][CH:27]([F:29])[F:28])C1C=CC=CC=1.Cl. (5) Given the product [C:29]([N:33]1[CH2:37][C@@H:36]([C:38]2[CH:43]=[CH:42][C:41]([F:44])=[CH:40][C:39]=2[F:45])[C@H:35]([C:21]([N:18]2[CH2:19][CH2:20][CH:15]([C:8]3[CH:9]=[C:10]([Cl:14])[C:11]([CH3:13])=[CH:12][C:7]=3[CH:5]([NH:4][C:1](=[O:3])[CH3:2])[CH2:6][CH3:49])[CH2:16][CH2:17]2)=[O:22])[CH2:34]1)([CH3:32])([CH3:30])[CH3:31], predict the reactants needed to synthesize it. The reactants are: [C:1]([NH:4][CH:5]([C:7]1[CH:12]=[C:11]([CH3:13])[C:10]([Cl:14])=[CH:9][C:8]=1[CH:15]1[CH2:20][CH2:19][N:18]([C:21](OC(C)(C)C)=[O:22])[CH2:17][CH2:16]1)[CH3:6])(=[O:3])[CH3:2].Cl.[C:29]([N:33]1[CH2:37][C@@H:36]([C:38]2[CH:43]=[CH:42][C:41]([F:44])=[CH:40][C:39]=2[F:45])[C@H:35](C(O)=O)[CH2:34]1)([CH3:32])([CH3:31])[CH3:30].[CH3:49]N(C(ON1N=NC2C=CC=NC1=2)=[N+](C)C)C.F[P-](F)(F)(F)(F)F.C1C=NC2N(O)N=NC=2C=1.C1C=C(/C=C/C(/C=C/C2OC=CC=2)=O)OC=1.